This data is from Experimentally validated miRNA-target interactions with 360,000+ pairs, plus equal number of negative samples. The task is: Binary Classification. Given a miRNA mature sequence and a target amino acid sequence, predict their likelihood of interaction. (1) The miRNA is mmu-miR-467d-5p with sequence UAAGUGCGCGCAUGUAUAUGCG. The protein sequence of the target gene is MRLIGMPKEKYDPPDPRRIYTIMSAEEVANGKKSHWAELEISGRVRSLSTSLWSLTHLTALHLNDNNLARIPPDIAKLHNLVYLDLSSNKLRSLPAELGNMVSLRELLLNDNYLRVLPYELGRLFQLQTLGLTGNPLSQDIMSLYQDPDGTRKLLNFMLDNLAVHPEQLPPRPWITLKERDQILPSASFTVMCYNVLCDKYATRQLYGYCPSWALNWEYRKKGIMEEIVNWDADIISLQEVETEQYFTLFLPALKDRGYDGFFSPKSRAKIMSEQERKHVDGCAIFFKTEKFTLVQKHTV.... Result: 0 (no interaction). (2) The miRNA is mmu-miR-3965 with sequence UGCUUAUCAGCCUGAUGUU. The protein sequence of the target gene is MEANGSPGTSGSANDSQHDPGKMFIGGLSWQTSPDSLRDYFSKFGEIRECMVMRDPTTKRSRGFGFVTFADPASVDKVLGQPHHELDSKTIDPKVAFPRRAQPKMVTRTKKIFVGGLSANTVVEDVKQYFEQFGKVEDAMLMFDKTTNRHRGFGFVTFENEDVVEKVCEIHFHEINNKMVECKKAQPKEVMFPPGTRGRARGLPYTMDAFMLGMGMLGYPNFVATYGRGYPGFAPSYGYQFPGFPAAAYGPVAAAAVAAARGSVLNSYSAQPNFGAPASPAGSNPARPGGFPGANSPGPV.... Result: 0 (no interaction). (3) The miRNA is mmu-miR-3093-5p with sequence CGCACCCCGCGGAGCUCACACU. The protein sequence of the target gene is MQRDCIMDYKESCPSVSIPSSDEHREKKKRFTVYKVLVSVGRSEWFVFRRYAEFDKLYNSLKKQFPAMALKIPAKRIFGDNFDPDFIKQRRAGLNEFIQNLVRYPELYNHPDVRAFLQMDSPRHQSDPSEDEDERSTSKPHSTSRNINLGPTGNPHAKPTDFDFLKVIGKGSFGKVLLAKRKLDGKFYAVKVLQKKIVLNRKEQKHIMAERNVLLKNVKHPFLVGLHYSFQTTEKLYFVLDFVNGGELFFHLQRERSFPEPRARFYAAEIASALGYLHSIKIVYRDLKPENILLDSMGHV.... Result: 0 (no interaction). (4) The miRNA is hsa-miR-98-5p with sequence UGAGGUAGUAAGUUGUAUUGUU. Result: 1 (interaction). The protein sequence of the target gene is MYAQPVTNTKEVKWQKVLYERQPFPDNYVDRRFLEELRKNIHARKYQYWAVVFESSVVIQQLCSVCVFVVIWWYMDEGLLAPHWLLGTGLASSLIGYVLFDLIDGGEGRKKSGQTRWADLKSALVFITFTYGFSPVLKTLTESVSTDTIYAMSVFMLLGHLIFFDYGANAAIVSSTLSLNMAIFASVCLASRLPRSLHAFIMVTFAIQIFALWPMLQKKLKACTPRSYVGVTLLFAFSAVGGLLSISAVGAVLFALLLMSISCLCPFYLIRLQLFKENIHGPWDEAEIKEDLSRFLS. (5) The miRNA is hsa-miR-7113-5p with sequence UCCAGGGAGACAGUGUGUGAG. The protein sequence of the target gene is MEPAVGGPGPLIVNNKQPQPPPPPPPAAAQPPPGAPRAAAGLLPGGKAREFNRNQRKDSEGYSESPDLEFEYADTDKWAAELSELYSYTEGPEFLMNRKCFEEDFRIHVTDKKWTELDTNQHRTHAMRLLDGLEVTAREKRLKVARAILYVAQGTFGECSSEAEVQSWMRYNIFLLLEVGTFNALVELLNMEIDNSAACSSAVRKPAISLADSTDLRVLLNIMYLIVETVHQECEGDKAEWRTMRQTFRAELGSPLYNNEPFAIMLFGMVTKFCSGHAPHFPMKKVLLLLWKTVLCTLGG.... Result: 0 (no interaction). (6) The miRNA is hsa-miR-1913 with sequence UCUGCCCCCUCCGCUGCUGCCA. The protein sequence of the target gene is MAGAAMAERGRVPPPAPAPSTEGLPRAFLQSLRTLFDILDDRRRGCVHLREIESRWQGTDARELPRGVLEGLRQVAPASGYLTFERFVAGLRTSLLSADGGPRDPTRAPARPGDQPPPPPQRLVFAPADEPRTVLERKPLPLGVRAPLAGPSAAARSPEQLCAPAEAAPCPAEPERSQSAALEPSSSADAGAVACRALEADSGDARRAPRARGERRRHTIASGVDCGLLKQMKELEQEKEVLLQGLEMMARGRDWYQQQLQRVQERQRRLGQSRASADFGAAGSPRPLGRLLPKVQEVAR.... Result: 1 (interaction). (7) The miRNA is mmu-miR-7053-3p with sequence CUCCUGUGUCUCCUUCCCCAG. The protein sequence of the target gene is MMGQNQTSISDFLLLGLPIQPEQQNLCYALFLAMYLTTLLGNLLIIVLIRLDSHLHTPMYLFLSNLSFSDLCFSSVTIPKLLQNMQNQDPSIPYADCLTQMYFFLLFGDLESFLLVAMAYDRYVAICFPLHYTAIMSPMLCLALVALSWVLTTFHAMLHTLLMARLCFCADNVIPHFFCDMSALLKLAFSDTRVNEWVIFIMGGLILVIPFLLILGSYARIVSSILKVPSSKGICKAFSTCGSHLSVVSLFYGTVIGLYLCSSANSSTLKDTVMAMMYTVVTPMLNPFIYSLRNRDMKGA.... Result: 0 (no interaction).